Task: Predict the reaction yield, written as a fraction of the theoretical maximum amount of product (1.0 means a 100% yield; for example, 0.34 means a 34% yield).. Dataset: Reaction yield outcomes from USPTO patents with 853,638 reactions The reactants are Br[C:2]1[CH:3]=[C:4]([N:8]2[CH2:13][CH2:12][O:11][CH2:10][CH2:9]2)[CH:5]=[N:6][CH:7]=1.C[CH2:15][O:16]CC.C([Li])CCC.CN(C=O)C. The catalyst is CCCCCC. The product is [N:8]1([C:4]2[CH:5]=[N:6][CH:7]=[C:2]([CH:3]=2)[CH:15]=[O:16])[CH2:13][CH2:12][O:11][CH2:10][CH2:9]1. The yield is 0.900.